Task: Predict the reaction yield, written as a fraction of the theoretical maximum amount of product (1.0 means a 100% yield; for example, 0.34 means a 34% yield).. Dataset: Reaction yield outcomes from USPTO patents with 853,638 reactions (1) The reactants are Br[C:2]1[CH:10]=[CH:9][C:8]([C:11]([NH2:13])=[O:12])=[C:7]2[C:3]=1[CH:4]=[C:5]([C:14]1[CH:15]=[N:16][N:17]([CH3:19])[CH:18]=1)[NH:6]2.CC1(C)C(C)(C)OB([C:28]2[CH2:29][N:30]([C:34]([O:36][C:37]([CH3:40])([CH3:39])[CH3:38])=[O:35])[CH2:31][CH2:32][CH:33]=2)O1.C(Cl)Cl.C(=O)([O-])[O-].[Na+].[Na+]. The product is [C:11]([C:8]1[CH:9]=[CH:10][C:2]([C:28]2[CH2:29][N:30]([C:34]([O:36][C:37]([CH3:40])([CH3:39])[CH3:38])=[O:35])[CH2:31][CH2:32][CH:33]=2)=[C:3]2[C:7]=1[NH:6][C:5]([C:14]1[CH:15]=[N:16][N:17]([CH3:19])[CH:18]=1)=[CH:4]2)(=[O:12])[NH2:13]. The yield is 0.800. The catalyst is O.CO.C1COCC1. (2) The reactants are [CH2:1]([O:3][C:4]1[C:8]([CH2:9][CH2:10][C:11](OCC)=[O:12])=[CH:7][N:6]([C:16]2[CH:21]=[CH:20][CH:19]=[CH:18][N:17]=2)[N:5]=1)[CH3:2].[H-].C([Al+]CC(C)C)C(C)C.Cl. The catalyst is O1CCCC1.CCCCCC. The product is [CH2:1]([O:3][C:4]1[C:8]([CH2:9][CH2:10][CH2:11][OH:12])=[CH:7][N:6]([C:16]2[CH:21]=[CH:20][CH:19]=[CH:18][N:17]=2)[N:5]=1)[CH3:2]. The yield is 0.970. (3) The catalyst is C1COCC1.CO.O. The yield is 0.154. The product is [F:1][C:2]1[CH:3]=[C:4]([CH:47]=[CH:48][CH:49]=1)[CH2:5][N:6]1[C:10]([CH3:11])=[C:9]([C:12]2[C:20]3[C:15](=[N:16][CH:17]=[C:18]([C:21]4[CH:22]=[CH:23][C:24]([O:32][CH2:33][CH2:34][OH:35])=[C:25]([NH:27][S:28]([CH3:31])(=[O:30])=[O:29])[CH:26]=4)[CH:19]=3)[NH:14][CH:13]=2)[C:8]([CH3:46])=[N:7]1. The reactants are [F:1][C:2]1[CH:3]=[C:4]([CH:47]=[CH:48][CH:49]=1)[CH2:5][N:6]1[C:10]([CH3:11])=[C:9]([C:12]2[C:20]3[C:15](=[N:16][CH:17]=[C:18]([C:21]4[CH:22]=[CH:23][C:24]([O:32][CH2:33][CH2:34][OH:35])=[C:25]([NH:27][S:28]([CH3:31])(=[O:30])=[O:29])[CH:26]=4)[CH:19]=3)[N:14](S(C3C=CC(C)=CC=3)(=O)=O)[CH:13]=2)[C:8]([CH3:46])=[N:7]1.[OH-].[Li+]. (4) The catalyst is CS(C)=O. The yield is 0.750. The reactants are F[C:2]1[CH:9]=[CH:8][C:5]([CH:6]=[O:7])=[C:4]([N+:10]([O-:12])=[O:11])[CH:3]=1.[CH3:13][NH:14][CH2:15][CH2:16][OH:17].O. The product is [OH:17][CH2:16][CH2:15][N:14]([CH3:13])[C:2]1[CH:9]=[CH:8][C:5]([CH:6]=[O:7])=[C:4]([N+:10]([O-:12])=[O:11])[CH:3]=1. (5) The reactants are CC1(C)O[C@H](CN2C=CC(N[C:14](=[O:35])[C@@H:15]([N:20]3[CH2:24][C:23]([O:25][C:26]4[CH:31]=[CH:30][CH:29]=[C:28](Br)[C:27]=4[F:33])=[CH:22][C:21]3=[O:34])[CH2:16][CH:17]([CH3:19])[CH3:18])=N2)CO1.C1(P([CH:50]2[CH2:55][CH2:54]CCC2)C2CCCCC2)CCCCC1.P([O-])([O-])([O-])=[O:57].[K+].[K+].[K+].[CH:64]1(B(O)O)[CH2:66]C1. The catalyst is C1(C)C=CC=CC=1.C(OCC)(=O)C.C([O-])(=O)C.[Pd+2].C([O-])(=O)C.O. The product is [CH2:66]([O:57][C:14](=[O:35])[C@@H:15]([N:20]1[CH2:24][C:23]([O:25][C:26]2[CH:31]=[CH:30][CH:29]=[C:28]([CH:54]3[CH2:55][CH2:50]3)[C:27]=2[F:33])=[CH:22][C:21]1=[O:34])[CH2:16][CH:17]([CH3:18])[CH3:19])[CH3:64]. The yield is 0.740. (6) The reactants are Cl[C:2]1[N:3]=[C:4]([NH:11][C:12]2[CH:13]=[C:14]3[C:18](=[CH:19][CH:20]=2)[NH:17][N:16]=[CH:15]3)[C:5]2[S:10][CH:9]=[CH:8][C:6]=2[N:7]=1.[NH2:21][C:22]1[CH:23]=[C:24](B(O)O)[CH:25]=[CH:26][CH:27]=1. The catalyst is CC(O)C(O)C.C1C=CC([P]([Pd]([P](C2C=CC=CC=2)(C2C=CC=CC=2)C2C=CC=CC=2)([P](C2C=CC=CC=2)(C2C=CC=CC=2)C2C=CC=CC=2)[P](C2C=CC=CC=2)(C2C=CC=CC=2)C2C=CC=CC=2)(C2C=CC=CC=2)C2C=CC=CC=2)=CC=1. The product is [NH2:21][C:22]1[CH:27]=[C:26]([C:2]2[N:3]=[C:4]([NH:11][C:12]3[CH:13]=[C:14]4[C:18](=[CH:19][CH:20]=3)[NH:17][N:16]=[CH:15]4)[C:5]3[S:10][CH:9]=[CH:8][C:6]=3[N:7]=2)[CH:25]=[CH:24][CH:23]=1. The yield is 0.570. (7) The reactants are [C:1]([N:8]1[CH2:13][CH2:12][C:11](=O)[CH2:10][CH2:9]1)([O:3][C:4]([CH3:7])([CH3:6])[CH3:5])=[O:2].[NH:15]1[CH2:21][CH2:20][CH2:19][CH2:18][CH2:17][CH2:16]1.C(O)(=O)C.C(O[BH-](OC(=O)C)OC(=O)C)(=O)C.[Na+].C(=O)([O-])O.[Na+]. The catalyst is ClCCCl. The product is [N:15]1([CH:11]2[CH2:12][CH2:13][N:8]([C:1]([O:3][C:4]([CH3:7])([CH3:6])[CH3:5])=[O:2])[CH2:9][CH2:10]2)[CH2:21][CH2:20][CH2:19][CH2:18][CH2:17][CH2:16]1. The yield is 0.870. (8) The product is [CH:5]([C:8]1[C:9]2[NH:13][C:12]([C:14]([C:46]3[CH:47]=[CH:48][CH:49]=[CH:50][CH:51]=3)=[C:15]3[N:45]=[C:18]([C:19]([CH:37]=[O:38])=[C:20]4[NH:36][C:23](=[C:24]([C:30]5[CH:35]=[CH:34][CH:33]=[CH:32][CH:31]=5)[C:25]5[CH:26]=[CH:27][C:28]=1[N:29]=5)[CH:22]=[CH:21]4)[CH:17]=[CH:16]3)=[CH:11][CH:10]=2)=[O:4]. The reactants are CC1(C)CO[CH:5]([C:8]2[C:9]3[NH:13][C:12]([C:14]([C:46]4[CH:51]=[CH:50][CH:49]=[CH:48][CH:47]=4)=[C:15]4[N:45]=[C:18]([C:19]([CH:37]5OCC(C)(C)C[O:38]5)=[C:20]5[NH:36][C:23](=[C:24]([C:30]6[CH:35]=[CH:34][CH:33]=[CH:32][CH:31]=6)[C:25]6[CH:26]=[CH:27][C:28]=2[N:29]=6)[CH:22]=[CH:21]5)[CH:17]=[CH:16]4)=[CH:11][CH:10]=3)[O:4]C1.C(O)(C(F)(F)F)=O.O.C(Cl)Cl.C(OCC)(=O)C. The catalyst is C(Cl)Cl. The yield is 0.830.